Task: Predict the reaction yield, written as a fraction of the theoretical maximum amount of product (1.0 means a 100% yield; for example, 0.34 means a 34% yield).. Dataset: Reaction yield outcomes from USPTO patents with 853,638 reactions (1) The product is [CH2:1]([O:16][C:14]([C:10]1[N:9]=[N:8][CH:13]=[CH:12][CH:11]=1)=[CH2:15])[CH3:3]. The reactants are [C:1](O)([C:3](F)(F)F)=O.[N:8]1[CH:13]=[CH:12][CH:11]=[C:10]([CH:14]([OH:16])[CH3:15])[N:9]=1.N1C=CC=C(C(=O)C)N=1.[BH4-].[Na+]. The catalyst is O.C(#N)C.CO. The yield is 0.930. (2) The reactants are [SH:1][C:2]1[N:3]([CH3:7])[CH:4]=[CH:5][N:6]=1.[H-].[Na+].[F:10][C:11]1[CH:12]=[C:13]([N+:18]([O-:20])=[O:19])[CH:14]=[CH:15][C:16]=1F.O. The catalyst is CN(C=O)C. The product is [F:10][C:11]1[CH:12]=[C:13]([N+:18]([O-:20])=[O:19])[CH:14]=[CH:15][C:16]=1[S:1][C:2]1[N:3]([CH3:7])[CH:4]=[CH:5][N:6]=1. The yield is 0.700.